Dataset: Catalyst prediction with 721,799 reactions and 888 catalyst types from USPTO. Task: Predict which catalyst facilitates the given reaction. Product: [OH:12][CH2:11][C:4]1[CH:5]=[C:6]([CH2:9][OH:10])[CH:7]=[CH:8][C:3]=1[CH2:2][N:1]1[C@H:37]([CH:36]([CH2:39][CH3:40])[CH2:34][CH3:35])[C:27](=[O:29])[NH:26][C@H:22]([CH:14]2[CH2:13][C:21]3[C:16](=[CH:17][CH:18]=[CH:19][CH:20]=3)[CH2:15]2)[C:23]1=[O:25]. Reactant: [NH2:1][CH2:2][C:3]1[CH:8]=[CH:7][C:6]([CH2:9][OH:10])=[CH:5][C:4]=1[CH2:11][OH:12].[CH2:13]1[C:21]2[C:16](=[CH:17][CH:18]=[CH:19][CH:20]=2)[CH2:15][CH:14]1[C@@H:22]([NH:26][C:27]([O:29]C(C)(C)C)=O)[C:23]([OH:25])=O.[CH2:34]([CH:36]([CH2:39][CH3:40])[CH:37]=O)[CH3:35].ClC1C=CC([N+]#[C-])=CC=1. The catalyst class is: 5.